From a dataset of Forward reaction prediction with 1.9M reactions from USPTO patents (1976-2016). Predict the product of the given reaction. (1) Given the reactants [C:1]([O:5][C:6]([NH:8][CH2:9][CH2:10][N:11]([C:18](=[O:43])[C:19]1[CH:24]=[CH:23][CH:22]=[C:21]([CH2:25][O:26][C:27]2[CH:32]=[CH:31][C:30]([C:33]3[CH:38]=[C:37]([F:39])[C:36]([F:40])=[CH:35][C:34]=3[S:41][CH3:42])=[CH:29][CH:28]=2)[CH:20]=1)[CH2:12][C:13]([O:15]CC)=[O:14])=[O:7])([CH3:4])([CH3:3])[CH3:2].[H-].[Na+].[CH2:46](I)[CH3:47].[Cl-].[NH4+], predict the reaction product. The product is: [C:1]([O:5][C:6]([N:8]([CH2:46][CH3:47])[CH2:9][CH2:10][N:11]([C:18](=[O:43])[C:19]1[CH:24]=[CH:23][CH:22]=[C:21]([CH2:25][O:26][C:27]2[CH:32]=[CH:31][C:30]([C:33]3[CH:38]=[C:37]([F:39])[C:36]([F:40])=[CH:35][C:34]=3[S:41][CH3:42])=[CH:29][CH:28]=2)[CH:20]=1)[CH2:12][C:13]([OH:15])=[O:14])=[O:7])([CH3:2])([CH3:4])[CH3:3]. (2) Given the reactants [Cl:1][C:2]1[CH:10]=[C:9]([F:11])[C:8]([N+:12]([O-])=O)=[CH:7][C:3]=1[C:4]([OH:6])=[O:5], predict the reaction product. The product is: [Cl:1][C:2]1[CH:10]=[C:9]([F:11])[C:8]([NH2:12])=[CH:7][C:3]=1[C:4]([OH:6])=[O:5]. (3) Given the reactants [Cl:1][C:2]1[N:3]=[C:4]([NH:20][C:21]2[CH:26]=[C:25]([CH3:27])[CH:24]=[CH:23][N:22]=2)[C:5]2[N:10]([CH2:11][CH2:12][O:13][CH2:14][CH3:15])[N:9]=[C:8]([C:16]([O:18]C)=[O:17])[C:6]=2[N:7]=1.[OH-].[Na+], predict the reaction product. The product is: [Cl:1][C:2]1[N:3]=[C:4]([NH:20][C:21]2[CH:26]=[C:25]([CH3:27])[CH:24]=[CH:23][N:22]=2)[C:5]2[N:10]([CH2:11][CH2:12][O:13][CH2:14][CH3:15])[N:9]=[C:8]([C:16]([OH:18])=[O:17])[C:6]=2[N:7]=1. (4) Given the reactants [O:1]1[CH2:4][C:3](=[CH:5][C:6]#[N:7])[CH2:2]1.[C:8]1([CH2:14][NH2:15])[CH:13]=[CH:12][CH:11]=[CH:10][CH:9]=1, predict the reaction product. The product is: [CH2:14]([NH:15][C:3]1([CH2:5][C:6]#[N:7])[CH2:4][O:1][CH2:2]1)[C:8]1[CH:13]=[CH:12][CH:11]=[CH:10][CH:9]=1.